This data is from Catalyst prediction with 721,799 reactions and 888 catalyst types from USPTO. The task is: Predict which catalyst facilitates the given reaction. Reactant: [Br:1][C:2]1[CH:7]=[CH:6][C:5]([S:8](Cl)(=[O:10])=[O:9])=[C:4]([F:12])[CH:3]=1.C(N(CC)CC)C.[CH2:20]([NH:27][CH2:28][C:29]1[CH:34]=[CH:33][CH:32]=[CH:31][CH:30]=1)[C:21]1[CH:26]=[CH:25][CH:24]=[CH:23][CH:22]=1. Product: [CH2:28]([N:27]([CH2:20][C:21]1[CH:26]=[CH:25][CH:24]=[CH:23][CH:22]=1)[S:8]([C:5]1[CH:6]=[CH:7][C:2]([Br:1])=[CH:3][C:4]=1[F:12])(=[O:10])=[O:9])[C:29]1[CH:34]=[CH:33][CH:32]=[CH:31][CH:30]=1. The catalyst class is: 34.